This data is from Forward reaction prediction with 1.9M reactions from USPTO patents (1976-2016). The task is: Predict the product of the given reaction. (1) The product is: [O:1]1[C:5]2[CH:6]=[CH:7][CH:8]=[C:9]([O:10][CH2:14][CH2:13][OH:12])[C:4]=2[O:3][CH2:2]1. Given the reactants [O:1]1[C:5]2[CH:6]=[CH:7][CH:8]=[C:9]([OH:10])[C:4]=2[O:3][CH2:2]1.C1(=O)O[CH2:14][CH2:13][O:12]1.C([O-])([O-])=O.[K+].[K+].C(=O)=O, predict the reaction product. (2) Given the reactants C([O:8][C:9](=[O:39])[C@@H:10]([N:23]([CH2:31][CH2:32][CH2:33][CH2:34][CH2:35][CH2:36][CH2:37][CH3:38])[C:24]([O:26][C:27]([CH3:30])([CH3:29])[CH3:28])=[O:25])[CH2:11][CH2:12][C:13]1[N:17]([CH3:18])[C:16]2[CH:19]=[CH:20][CH:21]=[CH:22][C:15]=2[N:14]=1)C1C=CC=CC=1, predict the reaction product. The product is: [C:27]([O:26][C:24]([N:23]([CH2:31][CH2:32][CH2:33][CH2:34][CH2:35][CH2:36][CH2:37][CH3:38])[C@@H:10]([CH2:11][CH2:12][C:13]1[N:17]([CH3:18])[C:16]2[CH:19]=[CH:20][CH:21]=[CH:22][C:15]=2[N:14]=1)[C:9]([OH:39])=[O:8])=[O:25])([CH3:30])([CH3:29])[CH3:28]. (3) Given the reactants Br[CH2:2]/[CH:3]=[CH:4]/[C:5]([OH:7])=O.[N:8]1([C:14]([N:16]2[CH2:20][CH2:19][CH2:18][CH2:17]2)=[O:15])[CH2:13][CH2:12][NH:11][CH2:10][CH2:9]1.CCN(C(C)C)C(C)C.[Cl:30][C:31]1[CH:32]=[C:33]([NH:38][C:39]2[C:40]3[C:47]4[CH2:48][CH2:49][NH:50][CH2:51][C:46]=4[S:45][C:41]=3[N:42]=[CH:43][N:44]=2)[CH:34]=[CH:35][C:36]=1[Cl:37].CCN=C=NCCCN(C)C, predict the reaction product. The product is: [Cl:30][C:31]1[CH:32]=[C:33]([NH:38][C:39]2[C:40]3[C:47]4[CH2:48][CH2:49][N:50]([C:5](=[O:7])/[CH:4]=[CH:3]/[CH2:2][N:11]5[CH2:10][CH2:9][N:8]([C:14]([N:16]6[CH2:17][CH2:18][CH2:19][CH2:20]6)=[O:15])[CH2:13][CH2:12]5)[CH2:51][C:46]=4[S:45][C:41]=3[N:42]=[CH:43][N:44]=2)[CH:34]=[CH:35][C:36]=1[Cl:37]. (4) Given the reactants [Cl:1][C:2]1[CH:7]=[C:6]([Cl:8])[CH:5]=[CH:4][C:3]=1[N:9]1[C:13]([C:14]2[CH:19]=[CH:18][C:17]([O:20][CH3:21])=[CH:16][CH:15]=2)=[C:12]([CH2:22][OH:23])[C:11]([C:24](O)=[O:25])=[N:10]1.C(N(CC)CC)C.[F:34][C:35]1([F:42])[CH2:40][CH2:39][CH:38]([NH2:41])[CH2:37][CH2:36]1.F[P-](F)(F)(F)(F)F.N1(O[P+](N(C)C)(N(C)C)N(C)C)C2C=CC=CC=2N=N1, predict the reaction product. The product is: [F:34][C:35]1([F:42])[CH2:40][CH2:39][CH:38]([NH:41][C:24]([C:11]2[C:12]([CH2:22][OH:23])=[C:13]([C:14]3[CH:15]=[CH:16][C:17]([O:20][CH3:21])=[CH:18][CH:19]=3)[N:9]([C:3]3[CH:4]=[CH:5][C:6]([Cl:8])=[CH:7][C:2]=3[Cl:1])[N:10]=2)=[O:25])[CH2:37][CH2:36]1. (5) Given the reactants [Br:1][C:2]1[C:7]2[C:8]3N[CH:10]([C:16]4[S:20][C:19]([CH:21]([CH3:23])[CH3:22])=[N:18][CH:17]=4)[CH2:11][C:12](=[O:15])[C:13]=3[O:14][C:6]=2[CH:5]=[CH:4][C:3]=1[O:24][CH3:25].[CH2:26]1COCC1, predict the reaction product. The product is: [OH:15][C:12]1[C:13]2[O:14][C:6]3[CH:5]=[CH:4][C:3]([O:24][CH3:25])=[C:2]([Br:1])[C:7]=3[C:8]=2[CH:26]=[C:10]([C:16]2[S:20][C:19]([CH:21]([CH3:23])[CH3:22])=[N:18][CH:17]=2)[CH:11]=1. (6) Given the reactants [C:1]([O:5][C:6]([N:8]1[CH2:13][CH2:12][CH:11]([OH:14])[CH2:10][CH2:9]1)=[O:7])([CH3:4])([CH3:3])[CH3:2].[Cl:15][C:16]1[CH:21]=[C:20]([N+:22]([O-:24])=[O:23])[CH:19]=[C:18]([Cl:25])[C:17]=1O.C1(P(C2C=CC=CC=2)C2C=CC=CC=2)C=CC=CC=1.N(C(OCC)=O)=NC(OCC)=O, predict the reaction product. The product is: [C:1]([O:5][C:6]([N:8]1[CH2:13][CH2:12][CH:11]([O:14][C:17]2[C:18]([Cl:25])=[CH:19][C:20]([N+:22]([O-:24])=[O:23])=[CH:21][C:16]=2[Cl:15])[CH2:10][CH2:9]1)=[O:7])([CH3:4])([CH3:2])[CH3:3]. (7) The product is: [CH2:1]([O:3][C:4]([CH:6]1[CH2:14][C:13]2[C:8](=[CH:9][CH:10]=[C:11]([B:17]3[O:21][C:20]([CH3:23])([CH3:22])[C:19]([CH3:25])([CH3:24])[O:18]3)[CH:12]=2)[N:7]1[CH3:16])=[O:5])[CH3:2]. Given the reactants [CH2:1]([O:3][C:4]([CH:6]1[CH2:14][C:13]2[C:8](=[CH:9][CH:10]=[C:11](Br)[CH:12]=2)[N:7]1[CH3:16])=[O:5])[CH3:2].[B:17]1([B:17]2[O:21][C:20]([CH3:23])([CH3:22])[C:19]([CH3:25])([CH3:24])[O:18]2)[O:21][C:20]([CH3:23])([CH3:22])[C:19]([CH3:25])([CH3:24])[O:18]1.C([O-])(=O)C.[K+], predict the reaction product. (8) Given the reactants [C:1]([N:4]1[C:12]2[C:7](=[C:8]([CH3:21])[C:9]([CH2:15][C:16]([O:18][CH2:19][CH3:20])=[O:17])=[C:10]([CH3:14])[C:11]=2[NH2:13])[CH2:6][CH2:5]1)(=[O:3])[CH3:2].C(N(C(C)C)CC)(C)C.[C:31](Cl)(=[O:36])[C:32]([CH3:35])([CH3:34])[CH3:33].C(OCC)(=O)C, predict the reaction product. The product is: [C:1]([N:4]1[C:12]2[C:7](=[C:8]([CH3:21])[C:9]([CH2:15][C:16]([O:18][CH2:19][CH3:20])=[O:17])=[C:10]([CH3:14])[C:11]=2[NH:13][C:31](=[O:36])[C:32]([CH3:35])([CH3:34])[CH3:33])[CH2:6][CH2:5]1)(=[O:3])[CH3:2].